This data is from Forward reaction prediction with 1.9M reactions from USPTO patents (1976-2016). The task is: Predict the product of the given reaction. Given the reactants [CH2:1]([O:8][C:9]1[CH:14]=[CH:13][C:12]([CH2:15][CH2:16][C:17]2[CH:22]=[CH:21][N:20]=[C:19]3[N:23]([CH2:38][C:39](O)=[O:40])[N:24]=[C:25]([O:26][C@@H:27]4[O:35][C@H:34]([CH2:36][OH:37])[C@@H:32]([OH:33])[C@H:30]([OH:31])[C@H:28]4[OH:29])[C:18]=23)=[CH:11][CH:10]=1)[C:2]1[CH:7]=[CH:6][CH:5]=[CH:4][CH:3]=1.Cl.[CH3:43][NH:44][CH3:45].ON1C2C=CC=CC=2N=N1.Cl.C(N=C=NCCCN(C)C)C, predict the reaction product. The product is: [CH2:1]([O:8][C:9]1[CH:10]=[CH:11][C:12]([CH2:15][CH2:16][C:17]2[CH:22]=[CH:21][N:20]=[C:19]3[N:23]([CH2:38][C:39](=[O:40])[N:44]([CH3:45])[CH3:43])[N:24]=[C:25]([O:26][C@@H:27]4[O:35][C@H:34]([CH2:36][OH:37])[C@@H:32]([OH:33])[C@H:30]([OH:31])[C@H:28]4[OH:29])[C:18]=23)=[CH:13][CH:14]=1)[C:2]1[CH:7]=[CH:6][CH:5]=[CH:4][CH:3]=1.